Dataset: Reaction yield outcomes from USPTO patents with 853,638 reactions. Task: Predict the reaction yield, written as a fraction of the theoretical maximum amount of product (1.0 means a 100% yield; for example, 0.34 means a 34% yield). The reactants are [CH2:1]([NH2:3])[CH3:2].C(N(CC)CC)C.[Cl:11][C:12]1[N:17]=[CH:16][C:15]([C:18](Cl)=[O:19])=[CH:14][N:13]=1. The catalyst is ClCCl. The product is [Cl:11][C:12]1[N:17]=[CH:16][C:15]([C:18]([NH:3][CH2:1][CH3:2])=[O:19])=[CH:14][N:13]=1. The yield is 0.720.